Binary Classification. Given a miRNA mature sequence and a target amino acid sequence, predict their likelihood of interaction. From a dataset of Experimentally validated miRNA-target interactions with 360,000+ pairs, plus equal number of negative samples. (1) The miRNA is mmu-miR-7680-3p with sequence ACUGCUUGUUCACUGGAAUAGG. The protein sequence of the target gene is MYDNMSTMVYIKEDKLEKLTQDEIISKTKQVIQGLEALKNEHNSILQSLLETLKCLKKDDESNLVEEKSNMIRKSLEMLELGLSEAQVMMALSNHLNAVESEKQKLRAQVRRLCQENQWLRDELANTQQKLQKSEQSVAQLEEEKKHLEFMNQLKKYDDDISPSEDKDTDSTKEPLDDLFPNDEDDPGQGIQQQHSSAAAAAQQGGYEIPARLRTLHNLVIQYASQGRYEVAVPLCKQALEDLEKTSGHDHPDVATMLNILALVYRDQNKYKDAANLLNDALAIREKTLGKDHPAVAATL.... Result: 0 (no interaction). (2) The miRNA is hsa-miR-122-5p with sequence UGGAGUGUGACAAUGGUGUUUG. The protein sequence of the target gene is MELHYLAKKSNQADLCDARDWSSRGLPGDQADTAATRAALCCQKQCASTPRATEMEGSKLSSSPASPSSSLQNSTLQPDAFPPGLLHSGNNQITAERKVCNCCSQELETSFTYVDKNINLEQRNRSSPSAKGHNHPGELGWENPNEWSQEAAISLISEEEDDTSSEATSSGKSIDYGFISAILFLVTGILLVIISYIVPREVTVDPNTVAAREMERLEKESARLGAHLDRCVIAGLCLLTLGGVILSCLLMMSMWKGELYRRNRFASSKESAKLYGSFNFRMKTSTNENTLELSLVEEDA.... Result: 1 (interaction). (3) The miRNA is hsa-miR-6847-3p with sequence GGCUCAUGUGUCUGUCCUCUUC. The protein sequence of the target gene is MSSDTSPAVVTTPPPPSMPHKERYFDRINESDPEYLRERNMSPDLRQDFNMMEQRKRVTQILQSPAFREDLECLIQEQMKKGHNPSGLLALQQIADYIVTSSFSGFSSPSLSLGMVTPINDLPGADTSSYVKGEKLTRCKLASLYRLADLFGWAHLANTYISVRISKEQDHIIIIPRGLSFSEATASTLVKVNIIGEVVDQGSTDLKIDHTGFSPHAAIYSTRPDVKCVIHIHTLATAAVSSMKCGILPISQESLILGDVAYYDYQGSLDEEEERIELQKVLGPSCKVLVLRNHGMVALG.... Result: 0 (no interaction). (4) The miRNA is hsa-miR-4422 with sequence AAAAGCAUCAGGAAGUACCCA. The protein sequence of the target gene is MGCCSSASSAAQSSKREWKPLEDRSCTDIPWLLLFILFCIGMGFICGFSIATGAAARLVSGYDSYGNICGQKNTKLEAIPNSGMDHTQRKYVFFLDPCNLDLINRKIKSVALCVAACPRQELKTLSDVQKFAEINGSALCSYNLKPSEYTTSPKSSVLCPKLPVPASAPIPFFHRCAPVNISCYAKFAEALITFVSDNSVLHRLISGVMTSKEIILGLCLLSLVLSMILMVIIRYISRVLVWILTILVILGSLGGTGVLWWLYAKQRRSPKETVTPEQLQIAEDNLRALLIYAISATVFT.... Result: 0 (no interaction). (5) The miRNA is rno-miR-133a-3p with sequence UUUGGUCCCCUUCAACCAGCUG. The protein sequence of the target gene is MASEKPQDLMVTCTAPVNIAVIKYWGKRDEALILPINSSLSVTLHQDQLKTTTTVAISKDFTEDRIWLNGREEDVGQPRLQACLREIRRLARKRRSTEDGDTLPLSLSYKVHVASVNNFPTAAGLASSAAGYACLAYTLAQVYGVEGDLSEVARRGSGSACRSLYGGFVEWQMGEQADGKDSIARQIAPEWHWPQLRILILVVSADKKQTGSTVGMQTSVETSTLLKFRAESVVPERMKEMTRCIQEQDFQGFAQLTMKDSNQFHATCLDTFPPISYLNDTSRRIIQLVHRFNTHQGQTK.... Result: 0 (no interaction). (6) The miRNA is hsa-miR-3680-5p with sequence GACUCACUCACAGGAUUGUGCA. The protein sequence of the target gene is MVMAYFVENFWGEKNSGFDVLYHNMKHGQISTKELADFVRERATIEEAYSRSMTKLAKSASNYSQLGTFAPVWDVFKTSTEKLANCHLDLVRKLQELIKEVQKYGEEQVKSHKKTKEEVAGTLEAVQTIQSITQALQKSKENYNAKCVEQERLKKEGATQREIEKAAVKSKKATDTYKLYVEKYALAKADFEQKMTETAQKFQDIEETHLIHIKEIIGSLSNAIKEIHLQIGQVHEEFINNMANTTVESLIQKFAESKGTGKERPGLIEFEECDTASAVEGIKPRKRKTFALPGIIKKEK.... Result: 1 (interaction).